From a dataset of Reaction yield outcomes from USPTO patents with 853,638 reactions. Predict the reaction yield, written as a fraction of the theoretical maximum amount of product (1.0 means a 100% yield; for example, 0.34 means a 34% yield). (1) The reactants are [O:1]=[C:2]1[C:7]2([CH2:12][CH2:11][N:10](C(OC(C)(C)C)=O)[CH2:9][CH2:8]2)[CH2:6][CH2:5][CH2:4][N:3]1[CH2:20][C:21]1[C:29]2[C:24](=[CH:25][CH:26]=[CH:27][CH:28]=2)[N:23]([S:30]([C:33]2[CH:39]=[CH:38][C:36]([CH3:37])=[CH:35][CH:34]=2)(=[O:32])=[O:31])[CH:22]=1.C(O)(C(F)(F)F)=O. The catalyst is ClCCl. The product is [S:30]([N:23]1[C:24]2[C:29](=[CH:28][CH:27]=[CH:26][CH:25]=2)[C:21]([CH2:20][N:3]2[CH2:4][CH2:5][CH2:6][C:7]3([CH2:12][CH2:11][NH:10][CH2:9][CH2:8]3)[C:2]2=[O:1])=[CH:22]1)([C:33]1[CH:39]=[CH:38][C:36]([CH3:37])=[CH:35][CH:34]=1)(=[O:31])=[O:32]. The yield is 0.990. (2) The reactants are [N+:1]([C:4]1[CH:12]=[C:11]2[C:7]([C:8]([CH2:13][C:14]#[N:15])=[CH:9][NH:10]2)=[CH:6][CH:5]=1)([O-:3])=[O:2].[CH3:16][C:17]([O:20][C:21](O[C:21]([O:20][C:17]([CH3:19])([CH3:18])[CH3:16])=[O:22])=[O:22])([CH3:19])[CH3:18].CCN(CC)CC. The catalyst is C1COCC1. The product is [C:17]([O:20][C:21](=[O:22])[NH:15][CH2:14][CH2:13][C:8]1[C:7]2[C:11](=[CH:12][C:4]([N+:1]([O-:3])=[O:2])=[CH:5][CH:6]=2)[NH:10][CH:9]=1)([CH3:19])([CH3:18])[CH3:16]. The yield is 0.380. (3) The reactants are [F:1][C:2]([F:19])([F:18])[O:3][C:4]1[CH:5]=[CH:6][C:7]([N:12]2[CH:16]=[C:15]([CH3:17])[N:14]=[CH:13]2)=[C:8]([CH:11]=1)[C:9]#[N:10].[CH3:20][N+:21]([CH3:23])=[CH2:22].[I-]. The catalyst is CN(C=O)C. The product is [CH3:20][N:21]([CH2:23][C:16]1[N:12]([C:7]2[CH:6]=[CH:5][C:4]([O:3][C:2]([F:1])([F:18])[F:19])=[CH:11][C:8]=2[C:9]#[N:10])[CH:13]=[N:14][C:15]=1[CH3:17])[CH3:22]. The yield is 0.380. (4) The reactants are Cl[C:2]1[C:11]2[CH2:10][CH2:9][N:8]([C:12]([NH:14][C:15]3[CH:20]=[CH:19][C:18]([F:21])=[CH:17][CH:16]=3)=[O:13])[C@H:7]([C:22]3[CH:27]=[CH:26][C:25]([C:28]([F:31])([F:30])[F:29])=[CH:24][CH:23]=3)[C:6]=2[N:5]=[CH:4][CH:3]=1.[CH3:32]B(O)O.O1CCOCC1.C(=O)([O-])[O-].[K+].[K+]. The catalyst is O.C1C=CC([P]([Pd]([P](C2C=CC=CC=2)(C2C=CC=CC=2)C2C=CC=CC=2)([P](C2C=CC=CC=2)(C2C=CC=CC=2)C2C=CC=CC=2)[P](C2C=CC=CC=2)(C2C=CC=CC=2)C2C=CC=CC=2)(C2C=CC=CC=2)C2C=CC=CC=2)=CC=1. The product is [F:21][C:18]1[CH:17]=[CH:16][C:15]([NH:14][C:12]([N:8]2[C@H:7]([C:22]3[CH:27]=[CH:26][C:25]([C:28]([F:30])([F:31])[F:29])=[CH:24][CH:23]=3)[C:6]3[N:5]=[CH:4][CH:3]=[C:2]([CH3:32])[C:11]=3[CH2:10][CH2:9]2)=[O:13])=[CH:20][CH:19]=1. The yield is 0.550.